From a dataset of Catalyst prediction with 721,799 reactions and 888 catalyst types from USPTO. Predict which catalyst facilitates the given reaction. (1) Reactant: [CH3:1][C:2]1[CH:7]=[CH:6][N:5]=[C:4]([NH2:8])[CH:3]=1.[I:9](O)(=O)(=O)=O.S(=O)(=O)(O)O.II. Product: [I:9][C:7]1[C:2]([CH3:1])=[CH:3][C:4]([NH2:8])=[N:5][CH:6]=1. The catalyst class is: 86. (2) Reactant: [NH2:1][C:2](=[N:32][OH:33])[C:3]1[CH:4]=[C:5]2[C:10](=[CH:11][CH:12]=1)[C:9](=[O:13])[N:8]([CH2:14][CH:15]([CH3:17])[CH3:16])[C:7]([CH2:18][NH:19][C:20](=[O:26])[O:21][C:22]([CH3:25])([CH3:24])[CH3:23])=[C:6]2[O:27][CH2:28][CH2:29][CH2:30][CH3:31].[C:34](OC(=O)C)(=O)[CH3:35].C(O)(=O)C.O. Product: [CH2:28]([O:27][C:6]1[C:5]2[C:10](=[CH:11][CH:12]=[C:3]([C:2]3[N:1]=[C:34]([CH3:35])[O:33][N:32]=3)[CH:4]=2)[C:9](=[O:13])[N:8]([CH2:14][CH:15]([CH3:16])[CH3:17])[C:7]=1[CH2:18][NH:19][C:20](=[O:26])[O:21][C:22]([CH3:23])([CH3:24])[CH3:25])[CH2:29][CH2:30][CH3:31]. The catalyst class is: 7.